From a dataset of NCI-60 drug combinations with 297,098 pairs across 59 cell lines. Regression. Given two drug SMILES strings and cell line genomic features, predict the synergy score measuring deviation from expected non-interaction effect. (1) Drug 1: CN(CC1=CN=C2C(=N1)C(=NC(=N2)N)N)C3=CC=C(C=C3)C(=O)NC(CCC(=O)O)C(=O)O. Drug 2: COC1=NC(=NC2=C1N=CN2C3C(C(C(O3)CO)O)O)N. Cell line: HCT-15. Synergy scores: CSS=2.45, Synergy_ZIP=-2.54, Synergy_Bliss=-3.06, Synergy_Loewe=-1.51, Synergy_HSA=-1.23. (2) Drug 1: C1CCN(CC1)CCOC2=CC=C(C=C2)C(=O)C3=C(SC4=C3C=CC(=C4)O)C5=CC=C(C=C5)O. Drug 2: C1=C(C(=O)NC(=O)N1)F. Cell line: HT29. Synergy scores: CSS=43.8, Synergy_ZIP=4.08, Synergy_Bliss=2.26, Synergy_Loewe=-0.288, Synergy_HSA=1.06. (3) Drug 1: CN(CC1=CN=C2C(=N1)C(=NC(=N2)N)N)C3=CC=C(C=C3)C(=O)NC(CCC(=O)O)C(=O)O. Drug 2: C1CNP(=O)(OC1)N(CCCl)CCCl. Cell line: A549. Synergy scores: CSS=47.7, Synergy_ZIP=1.77, Synergy_Bliss=2.82, Synergy_Loewe=-51.1, Synergy_HSA=-0.244. (4) Drug 1: CCCS(=O)(=O)NC1=C(C(=C(C=C1)F)C(=O)C2=CNC3=C2C=C(C=N3)C4=CC=C(C=C4)Cl)F. Drug 2: CC12CCC(CC1=CCC3C2CCC4(C3CC=C4C5=CN=CC=C5)C)O. Cell line: OVCAR-5. Synergy scores: CSS=-2.89, Synergy_ZIP=1.05, Synergy_Bliss=1.24, Synergy_Loewe=-9.91, Synergy_HSA=-4.37. (5) Drug 1: CC1=C(C(=O)C2=C(C1=O)N3CC4C(C3(C2COC(=O)N)OC)N4)N. Drug 2: CC12CCC3C(C1CCC2OP(=O)(O)O)CCC4=C3C=CC(=C4)OC(=O)N(CCCl)CCCl.[Na+]. Cell line: SF-268. Synergy scores: CSS=35.1, Synergy_ZIP=-8.35, Synergy_Bliss=-0.204, Synergy_Loewe=-14.2, Synergy_HSA=-2.42.